Dataset: Forward reaction prediction with 1.9M reactions from USPTO patents (1976-2016). Task: Predict the product of the given reaction. (1) The product is: [Br:1][C:2]1[C:7]2[O:10][CH2:9][N:15]([C:11]([CH3:14])([CH3:13])[CH3:12])[CH2:16][C:6]=2[CH:5]=[CH:4][CH:3]=1. Given the reactants [Br:1][C:2]1[CH:7]=[CH:6][CH:5]=[CH:4][C:3]=1O.[CH2:9]=[O:10].[C:11]([NH2:15])([CH3:14])([CH3:13])[CH3:12].[CH:16](O)(C)C, predict the reaction product. (2) Given the reactants Br[C:2]#[N:3].O.[Cl:5][C:6]1[C:11]([C:12]([F:15])([F:14])[F:13])=[C:10](N)[C:9]([NH2:17])=[CH:8][CH:7]=1.C(#[N:20])C, predict the reaction product. The product is: [Cl:5][C:6]1[C:11]([C:12]([F:15])([F:14])[F:13])=[CH:10][C:9]2[NH:17][C:2]([NH2:3])=[N:20][C:8]=2[CH:7]=1. (3) Given the reactants [Cl:1][C:2]1[CH:3]=[CH:4][C:5]([OH:25])=[C:6]([C:8]2[CH2:13][CH2:12][CH2:11][CH2:10][C:9]=2C2N=C(C(OCC)=O)C=CC=2)[CH:7]=1.ClC1C(OC)=C(C2CCCCC=2[C:39]2[C:40]([C:45]([O:47][CH2:48][CH3:49])=[O:46])=[N:41][CH:42]=[CH:43][CH:44]=2)C=CC=1, predict the reaction product. The product is: [Cl:1][C:2]1[CH:3]=[CH:4][C:5]([OH:25])=[C:6]([C:8]2[CH2:13][CH2:12][CH2:11][CH2:10][C:9]=2[C:39]2[C:40]([C:45]([O:47][CH2:48][CH3:49])=[O:46])=[N:41][CH:42]=[CH:43][CH:44]=2)[CH:7]=1. (4) Given the reactants C(C1C=C2C(C3C=C(C=CC=3)CNC(C3C(=O)N(CC4C=CC(F)=C(F)C=4)C=CC=3)=O)=CNC2=NC=1)#N.[F:38][C:39]1[CH:40]=[C:41]([CH:63]=[CH:64][C:65]=1[F:66])[CH2:42][N:43]1[CH:48]=[CH:47][CH:46]=[C:45]([C:49]([NH:51][CH2:52][C:53]2[CH:54]=[C:55](B(O)O)[CH:56]=[CH:57][CH:58]=2)=[O:50])[C:44]1=[O:62].[B].C[O:69][C:70]([C:72]1[CH:73]=[C:74]2[CH:80]=[CH:79][NH:78][C:75]2=[N:76][CH:77]=1)=[O:71], predict the reaction product. The product is: [F:38][C:39]1[CH:40]=[C:41]([CH:63]=[CH:64][C:65]=1[F:66])[CH2:42][N:43]1[CH:48]=[CH:47][CH:46]=[C:45]([C:49]([NH:51][CH2:52][C:53]2[CH:54]=[C:55]([C:80]3[C:74]4[C:75](=[N:76][CH:77]=[C:72]([C:70]([OH:71])=[O:69])[CH:73]=4)[NH:78][CH:79]=3)[CH:56]=[CH:57][CH:58]=2)=[O:50])[C:44]1=[O:62]. (5) Given the reactants [Br:1][C:2]1[C:3]([C:9]2[S:17][C:12]3=[CH:13][N:14]=[CH:15][CH:16]=[C:11]3[CH:10]=2)=[N:4][C:5](Cl)=[N:6][CH:7]=1.[NH2:18][CH2:19][CH2:20][N:21]1[C:25]([CH3:27])([CH3:26])[C:24](=[O:28])[NH:23][C:22]1=[O:29].C(N(C(C)C)CC)(C)C, predict the reaction product. The product is: [Br:1][C:2]1[C:3]([C:9]2[S:17][C:12]3=[CH:13][N:14]=[CH:15][CH:16]=[C:11]3[CH:10]=2)=[N:4][C:5]([NH:18][CH2:19][CH2:20][N:21]2[C:25]([CH3:26])([CH3:27])[C:24](=[O:28])[NH:23][C:22]2=[O:29])=[N:6][CH:7]=1. (6) Given the reactants [NH2:1][C:2]1[C:7]([F:8])=[CH:6][CH:5]=[CH:4][C:3]=1[C:9](=[O:11])[CH3:10].[I:12]Cl, predict the reaction product. The product is: [NH2:1][C:2]1[C:7]([F:8])=[CH:6][C:5]([I:12])=[CH:4][C:3]=1[C:9](=[O:11])[CH3:10]. (7) Given the reactants Cl.Cl.[NH2:3][CH2:4][CH2:5][N:6]1[C:14]2[C:13]([NH:15][C:16]3[CH:21]=[CH:20][C:19]([O:22][C:23]4[C:28]5[CH:29]=[N:30][S:31][C:27]=5[CH:26]=[CH:25][CH:24]=4)=[C:18]([F:32])[CH:17]=3)=[N:12][CH:11]=[N:10][C:9]=2[CH:8]=[CH:7]1.[OH:33][CH2:34][C:35]([CH3:40])([CH3:39])[C:36](O)=[O:37].ON1C2C=CC=CC=2N=N1.Cl.C(N=C=NCCCN(C)C)C.[CH3:63][S:64]([OH:67])(=[O:66])=[O:65], predict the reaction product. The product is: [CH3:63][S:64]([OH:67])(=[O:66])=[O:65].[S:31]1[C:27]2[CH:26]=[CH:25][CH:24]=[C:23]([O:22][C:19]3[CH:20]=[CH:21][C:16]([NH:15][C:13]4[C:14]5[N:6]([CH2:5][CH2:4][NH:3][C:34](=[O:33])[C:35]([CH3:40])([CH3:39])[CH2:36][OH:37])[CH:7]=[CH:8][C:9]=5[N:10]=[CH:11][N:12]=4)=[CH:17][C:18]=3[F:32])[C:28]=2[CH:29]=[N:30]1.